Dataset: Forward reaction prediction with 1.9M reactions from USPTO patents (1976-2016). Task: Predict the product of the given reaction. Given the reactants [BrH:1].Br.[Br:3][C:4]1[CH:9]=[CH:8][C:7]([O:10]C)=[CH:6][C:5]=1[CH2:12][CH2:13][O:14][CH2:15][CH2:16][C:17]([N:19]([CH2:36][CH2:37][N:38]([CH2:41][CH3:42])[CH2:39][CH3:40])[CH2:20][CH2:21][NH:22][CH2:23][CH2:24][C:25]1[C:33]2[S:32][C:31](=[O:34])[NH:30][C:29]=2[C:28]([OH:35])=[CH:27][CH:26]=1)=[O:18], predict the reaction product. The product is: [BrH:3].[BrH:1].[CH2:41]([N:38]([CH2:39][CH3:40])[CH2:37][CH2:36][N:19]([CH2:20][CH2:21][NH:22][CH2:23][CH2:24][C:25]1[C:33]2[S:32][C:31](=[O:34])[NH:30][C:29]=2[C:28]([OH:35])=[CH:27][CH:26]=1)[C:17](=[O:18])[CH2:16][CH2:15][O:14][CH2:13][CH2:12][C:5]1[CH:4]=[CH:9][CH:8]=[C:7]([OH:10])[CH:6]=1)[CH3:42].